Dataset: Full USPTO retrosynthesis dataset with 1.9M reactions from patents (1976-2016). Task: Predict the reactants needed to synthesize the given product. (1) The reactants are: [CH3:1][C:2]1[CH:7]=[CH:6][C:5]([S:8]([NH:11][C:12]([O:14][CH2:15][CH2:16][C:17]2[CH:22]=[CH:21][C:20](B(O)O)=[CH:19][CH:18]=2)=[O:13])(=[O:10])=[O:9])=[CH:4][CH:3]=1.[C:26]1([C:32]2[N:33]=[CH:34][NH:35][CH:36]=2)[CH:31]=[CH:30][CH:29]=[CH:28][CH:27]=1.C(N(CC)CC)C. Given the product [CH3:1][C:2]1[CH:7]=[CH:6][C:5]([S:8]([NH:11][C:12](=[O:13])[O:14][CH2:15][CH2:16][C:17]2[CH:22]=[CH:21][C:20]([N:35]3[CH:36]=[C:32]([C:26]4[CH:31]=[CH:30][CH:29]=[CH:28][CH:27]=4)[N:33]=[CH:34]3)=[CH:19][CH:18]=2)(=[O:10])=[O:9])=[CH:4][CH:3]=1, predict the reactants needed to synthesize it. (2) Given the product [NH2:26][C:24]1[C:23]([O:29][CH3:30])=[CH:22][C:3]([CH2:4][CH2:5][N:6]([CH2:14][C:15]2[CH:20]=[CH:19][CH:18]=[C:17]([F:21])[CH:16]=2)[C:7](=[O:13])[O:8][C:9]([CH3:12])([CH3:10])[CH3:11])=[C:2]([Cl:1])[CH:25]=1, predict the reactants needed to synthesize it. The reactants are: [Cl:1][C:2]1[CH:25]=[C:24]([N+:26]([O-])=O)[C:23]([O:29][CH3:30])=[CH:22][C:3]=1[CH2:4][CH2:5][N:6]([CH2:14][C:15]1[CH:20]=[CH:19][CH:18]=[C:17]([F:21])[CH:16]=1)[C:7](=[O:13])[O:8][C:9]([CH3:12])([CH3:11])[CH3:10].[NH4+].[Cl-]. (3) Given the product [CH:17]1([CH2:23][CH:9]2[O:10][C:11](=[O:16])[CH:12]=[C:13]2[O:14][CH3:15])[CH2:22][CH2:21][CH2:20][CH2:19][CH2:18]1, predict the reactants needed to synthesize it. The reactants are: [Li+].CC([N-]C(C)C)C.[CH3:9][O:10][C:11](=[O:16])/[CH:12]=[CH:13]/[O:14][CH3:15].[CH:17]1([CH2:23]C=O)[CH2:22][CH2:21][CH2:20][CH2:19][CH2:18]1.Cl. (4) Given the product [Cl:16][C:12]1[N:11]=[C:10]([Cl:17])[C:9]2[C@@H:7]([CH3:8])[CH2:6][N:27]([CH2:26][C:23]3[CH:24]=[CH:25][C:20]([O:19][CH3:18])=[CH:21][CH:22]=3)[C:14]=2[N:13]=1, predict the reactants needed to synthesize it. The reactants are: CS(O[CH2:6][C@@H:7]([C:9]1[C:10]([Cl:17])=[N:11][C:12]([Cl:16])=[N:13][C:14]=1Cl)[CH3:8])(=O)=O.[CH3:18][O:19][C:20]1[CH:25]=[CH:24][C:23]([CH2:26][NH2:27])=[CH:22][CH:21]=1.C(N(CC)CC)C. (5) Given the product [ClH:19].[O:1]=[C:2]([C:6]1[CH:11]=[CH:10][CH:9]=[CH:8][CH:7]=1)[CH2:3][C:4]([S:18][C:12]1[CH:17]=[CH:16][CH:15]=[CH:14][CH:13]=1)=[NH:5], predict the reactants needed to synthesize it. The reactants are: [O:1]=[C:2]([C:6]1[CH:11]=[CH:10][CH:9]=[CH:8][CH:7]=1)[CH2:3][C:4]#[N:5].[C:12]1([SH:18])[CH:17]=[CH:16][CH:15]=[CH:14][CH:13]=1.[ClH:19].